Dataset: Forward reaction prediction with 1.9M reactions from USPTO patents (1976-2016). Task: Predict the product of the given reaction. (1) Given the reactants [CH3:1][N:2]1[C:6]([CH3:7])=[C:5]([CH:8]=[O:9])[C:4](=[O:10])[N:3]1[C:11]1[CH:16]=[CH:15][CH:14]=[CH:13][CH:12]=1.S(=O)(=O)([OH:19])N.Cl([O-])=O.[Na+].[OH-].[Na+], predict the reaction product. The product is: [CH3:1][N:2]1[C:6]([CH3:7])=[C:5]([C:8]([OH:19])=[O:9])[C:4](=[O:10])[N:3]1[C:11]1[CH:16]=[CH:15][CH:14]=[CH:13][CH:12]=1. (2) Given the reactants [C:1]([N:4]1[C:13]2[C:8](=[CH:9][C:10]([N:14]3[CH2:19][CH2:18][N:17](C(OC(C)(C)C)=O)[CH2:16][CH2:15]3)=[CH:11][CH:12]=2)[C@H:7]([NH:27][C:28]2[CH:33]=[CH:32][C:31]([C:34](=[O:36])[NH2:35])=[CH:30][CH:29]=2)[C@@H:6]([CH3:37])[C@@H:5]1[CH3:38])(=[O:3])[CH3:2].FC(F)(F)C(O)=O, predict the reaction product. The product is: [C:1]([N:4]1[C:13]2[C:8](=[CH:9][C:10]([N:14]3[CH2:15][CH2:16][NH:17][CH2:18][CH2:19]3)=[CH:11][CH:12]=2)[C@H:7]([NH:27][C:28]2[CH:33]=[CH:32][C:31]([C:34]([NH2:35])=[O:36])=[CH:30][CH:29]=2)[C@@H:6]([CH3:37])[C@@H:5]1[CH3:38])(=[O:3])[CH3:2]. (3) Given the reactants CO[C:3]([C:5]1[C:6]([OH:31])=[C:7]2[C:12](=[C:13]([C:15]#[N:16])[N:14]=1)[N:11]([CH2:17][C:18]1[CH:23]=[CH:22][CH:21]=[CH:20][CH:19]=1)[C:10](=[O:24])[C:9]([C:25]1[CH:30]=[CH:29][CH:28]=[CH:27][CH:26]=1)=[CH:8]2)=[O:4].[NH2:32][CH2:33][CH2:34][CH2:35][C:36]([OH:38])=[O:37].C[O-].[Na+], predict the reaction product. The product is: [CH2:17]([N:11]1[C:12]2[C:7](=[C:6]([OH:31])[C:5]([C:3]([NH:32][CH2:33][CH2:34][CH2:35][C:36]([OH:38])=[O:37])=[O:4])=[N:14][C:13]=2[C:15]#[N:16])[CH:8]=[C:9]([C:25]2[CH:26]=[CH:27][CH:28]=[CH:29][CH:30]=2)[C:10]1=[O:24])[C:18]1[CH:23]=[CH:22][CH:21]=[CH:20][CH:19]=1.